Dataset: Reaction yield outcomes from USPTO patents with 853,638 reactions. Task: Predict the reaction yield, written as a fraction of the theoretical maximum amount of product (1.0 means a 100% yield; for example, 0.34 means a 34% yield). (1) The reactants are [CH3:1][C:2](=[O:7])[CH2:3][C:4](=[O:6])[CH3:5].B(OB=O)=O.[NH:13]1[C:21]2[C:16](=[CH:17][CH:18]=[C:19]([CH:22]=O)[CH:20]=2)[CH:15]=[CH:14]1.C(OC)(OC)OC.C(N)CCC.Cl. The catalyst is C(OCC)(=O)C. The product is [NH:13]1[C:21]2[C:16](=[CH:17][CH:18]=[C:19]([CH:22]=[CH:1][C:2](=[O:7])[CH2:3][C:4](=[O:6])[CH3:5])[CH:20]=2)[CH:15]=[CH:14]1. The yield is 0.290. (2) The reactants are [C:1]1([CH3:11])[CH:6]=[CH:5][C:4]([S:7](Cl)(=[O:9])=[O:8])=[CH:3][CH:2]=1.[N:12]1[CH:17]=[CH:16][CH:15]=[C:14](/[CH:18]=[CH:19]/[CH2:20][C@@H:21]([OH:23])[CH3:22])[CH:13]=1.C([O-])(O)=O.[Na+]. The catalyst is C(N(CC)CC)C. The product is [C:1]1([CH3:11])[CH:6]=[CH:5][C:4]([S:7]([O:23][C@H:21]([CH2:20]/[CH:19]=[CH:18]/[C:14]2[CH:13]=[N:12][CH:17]=[CH:16][CH:15]=2)[CH3:22])(=[O:9])=[O:8])=[CH:3][CH:2]=1. The yield is 0.686. (3) The reactants are I[C:2]1[C:10]2[C:9]([O:11][CH3:12])=[N:8][CH:7]=[N:6][C:5]=2[N:4]([C@@H:13]2[O:19][C@H:18]([CH2:20][OH:21])[C@@H:16]([OH:17])[C@H:14]2[OH:15])[CH:3]=1.[O:22]1[C:26]2[CH:27]=[CH:28][CH:29]=[CH:30][C:25]=2[CH:24]=[C:23]1B(O)O.C([O-])([O-])=O.[Na+].[Na+].C1C=C(S([O-])(=O)=O)C=C(P(C2C=CC=C(S([O-])(=O)=O)C=2)C2C=CC=C(S([O-])(=O)=O)C=2)C=1.[Na+].[Na+].[Na+].Cl. The catalyst is O.CC#N.CC([O-])=O.CC([O-])=O.[Pd+2].O. The product is [O:22]1[C:26]2[CH:27]=[CH:28][CH:29]=[CH:30][C:25]=2[CH:24]=[C:23]1[C:2]1[C:10]2[C:9]([O:11][CH3:12])=[N:8][CH:7]=[N:6][C:5]=2[N:4]([C@@H:13]2[O:19][C@H:18]([CH2:20][OH:21])[C@@H:16]([OH:17])[C@H:14]2[OH:15])[CH:3]=1. The yield is 0.850.